Task: Regression. Given a peptide amino acid sequence and an MHC pseudo amino acid sequence, predict their binding affinity value. This is MHC class I binding data.. Dataset: Peptide-MHC class I binding affinity with 185,985 pairs from IEDB/IMGT (1) The peptide sequence is VHAVYDSML. The MHC is HLA-A66:01 with pseudo-sequence HLA-A66:01. The binding affinity (normalized) is 0.213. (2) The peptide sequence is FHVNPAFVL. The MHC is HLA-B46:01 with pseudo-sequence HLA-B46:01. The binding affinity (normalized) is 0.0847.